Dataset: Catalyst prediction with 721,799 reactions and 888 catalyst types from USPTO. Task: Predict which catalyst facilitates the given reaction. Reactant: [C:1]([O:5][C:6]([NH:8][CH2:9][CH2:10][CH2:11][CH2:12][CH2:13][C:14]([O:16][CH3:17])=[O:15])=[O:7])([CH3:4])([CH3:3])[CH3:2].I[CH3:19].[H-].[Na+]. Product: [C:1]([O:5][C:6]([N:8]([CH3:19])[CH2:9][CH2:10][CH2:11][CH2:12][CH2:13][C:14]([O:16][CH3:17])=[O:15])=[O:7])([CH3:4])([CH3:3])[CH3:2]. The catalyst class is: 7.